From a dataset of NCI-60 drug combinations with 297,098 pairs across 59 cell lines. Regression. Given two drug SMILES strings and cell line genomic features, predict the synergy score measuring deviation from expected non-interaction effect. Drug 1: C1=CC(=C2C(=C1NCCNCCO)C(=O)C3=C(C=CC(=C3C2=O)O)O)NCCNCCO. Drug 2: CC(C)CN1C=NC2=C1C3=CC=CC=C3N=C2N. Cell line: PC-3. Synergy scores: CSS=11.9, Synergy_ZIP=-4.54, Synergy_Bliss=-3.02, Synergy_Loewe=-12.2, Synergy_HSA=-2.83.